This data is from CYP3A4 inhibition data for predicting drug metabolism from PubChem BioAssay. The task is: Regression/Classification. Given a drug SMILES string, predict its absorption, distribution, metabolism, or excretion properties. Task type varies by dataset: regression for continuous measurements (e.g., permeability, clearance, half-life) or binary classification for categorical outcomes (e.g., BBB penetration, CYP inhibition). Dataset: cyp3a4_veith. The compound is CC(=O)OC[C@@H]1O[C@@H](O/N=C2/C[C@@H](O)[C@@H](O)[C@@H]3[C@@H]4C(=O)N(C5CCCCC5)C(=O)[C@H]4CC[C@@H]23)[C@H](OC(C)=O)[C@H](OC(C)=O)[C@@H]1OC(C)=O. The result is 0 (non-inhibitor).